This data is from HIV replication inhibition screening data with 41,000+ compounds from the AIDS Antiviral Screen. The task is: Binary Classification. Given a drug SMILES string, predict its activity (active/inactive) in a high-throughput screening assay against a specified biological target. (1) The molecule is CCOC(=O)C=CSCCNC(=O)OCC. The result is 0 (inactive). (2) The compound is Cl.Nc1ccccc1OCCCOc1ccccc1N. The result is 0 (inactive). (3) The molecule is N#CC1=C(S)N(C2OC(CO)C(O)C(O)C2O)C(c2ccccc2)=CC1c1cccs1. The result is 0 (inactive). (4) The compound is CC(=O)Nc1ccc(S(=O)(=O)[N-]C2C(=O)c3ccccc3C(=O)C2[n+]2ccccc2)cc1. The result is 0 (inactive). (5) The drug is CC(C)(CCC(=O)O)CCC(=O)O. The result is 0 (inactive). (6) The compound is O=CNc1ccc(S(=O)(=O)c2ccc([N+](=O)[O-])cc2)cc1. The result is 0 (inactive).